From a dataset of Forward reaction prediction with 1.9M reactions from USPTO patents (1976-2016). Predict the product of the given reaction. (1) The product is: [NH2:8][CH2:9][CH:10]1[O:14][B:13]([OH:15])[C:12]2[C:16]([O:20][CH2:21][CH2:22][CH2:23][N:24]3[CH2:29][CH2:28][N:27]([C:30]4[CH:39]=[C:38]5[C:33]([C:34](=[O:46])[C:35]([C:43]([OH:45])=[O:44])=[CH:36][N:37]5[CH:40]5[CH2:42][CH2:41]5)=[CH:32][C:31]=4[F:47])[CH2:26][CH2:25]3)=[CH:17][CH:18]=[CH:19][C:11]1=2. Given the reactants C(OC([NH:8][CH2:9][CH:10]1[O:14][B:13]([OH:15])[C:12]2[C:16]([O:20][CH2:21][CH2:22][CH2:23][N:24]3[CH2:29][CH2:28][N:27]([C:30]4[CH:39]=[C:38]5[C:33]([C:34](=[O:46])[C:35]([C:43]([OH:45])=[O:44])=[CH:36][N:37]5[CH:40]5[CH2:42][CH2:41]5)=[CH:32][C:31]=4[F:47])[CH2:26][CH2:25]3)=[CH:17][CH:18]=[CH:19][C:11]1=2)=O)(C)(C)C.Cl, predict the reaction product. (2) The product is: [Cl:1][CH2:2][CH2:3][C:4]([C:12]1[S:11][CH:15]=[CH:14][CH:13]=1)=[O:5]. Given the reactants [Cl:1][CH2:2][CH2:3][C:4](Cl)=[O:5].[Al+3].[Cl-].[Cl-].[Cl-].[S:11]1[CH:15]=[CH:14][CH:13]=[CH:12]1, predict the reaction product. (3) Given the reactants [Cl:1][C:2]1[CH:3]=[CH:4][C:5]([O:19][CH2:20][C:21]2[CH:26]=[CH:25][C:24](F)=[CH:23][CH:22]=2)=[C:6]([C:8]2[S:9][CH:10]=[C:11]([CH2:13][C:14]([O:16][CH2:17][CH3:18])=[O:15])[N:12]=2)[CH:7]=1.ClC1C=CC(OCC2C=CC=CC=2)=C(B(O)O)C=1, predict the reaction product. The product is: [Cl:1][C:2]1[CH:3]=[CH:4][C:5]([O:19][CH2:20][C:21]2[CH:22]=[CH:23][CH:24]=[CH:25][CH:26]=2)=[C:6]([C:8]2[S:9][CH:10]=[C:11]([CH2:13][C:14]([O:16][CH2:17][CH3:18])=[O:15])[N:12]=2)[CH:7]=1. (4) Given the reactants [Cl:1][C:2]1[C:3]([CH2:11][C:12]2[CH:17]=[CH:16][CH:15]=[CH:14][CH:13]=2)=[C:4]([CH:8]=[CH:9][CH:10]=1)[C:5]([OH:7])=O.[C:18]([CH:20]1[CH2:25][CH2:24][N:23]([CH3:26])[CH2:22][CH2:21]1)#[N:19], predict the reaction product. The product is: [Cl:1][C:2]1[CH:10]=[CH:9][CH:8]=[C:4]2[C:3]=1[C:11]([C:12]1[CH:17]=[CH:16][CH:15]=[CH:14][CH:13]=1)=[C:18]([CH:20]1[CH2:25][CH2:24][N:23]([CH3:26])[CH2:22][CH2:21]1)[NH:19][C:5]2=[O:7].